This data is from Peptide-MHC class II binding affinity with 134,281 pairs from IEDB. The task is: Regression. Given a peptide amino acid sequence and an MHC pseudo amino acid sequence, predict their binding affinity value. This is MHC class II binding data. (1) The peptide sequence is VADAYITLVTLPKSS. The MHC is HLA-DPA10103-DPB10301 with pseudo-sequence HLA-DPA10103-DPB10301. The binding affinity (normalized) is 0.351. (2) The peptide sequence is RGIVKENIIDLTKIDR. The MHC is DRB1_1301 with pseudo-sequence DRB1_1301. The binding affinity (normalized) is 0.187. (3) The peptide sequence is SCVTSLVEMFKTKGR. The MHC is DRB1_0101 with pseudo-sequence DRB1_0101. The binding affinity (normalized) is 0.188.